Dataset: Reaction yield outcomes from USPTO patents with 853,638 reactions. Task: Predict the reaction yield, written as a fraction of the theoretical maximum amount of product (1.0 means a 100% yield; for example, 0.34 means a 34% yield). The reactants are C(O)(C(F)(F)F)=O.[C:8]([NH:16][C@@H:17]1[C:23](=[O:24])[N:22]2[C@H:25]([C:29]([O:31]C(C)(C)C)=[O:30])[CH2:26][CH2:27][CH2:28][N:21]2[C:20](=[O:36])[CH2:19][CH2:18]1)(=[O:15])[C:9]1[CH:14]=[CH:13][CH:12]=[CH:11][CH:10]=1. The catalyst is C(Cl)Cl. The product is [C:8]([NH:16][C@@H:17]1[C:23](=[O:24])[N:22]2[C@H:25]([C:29]([OH:31])=[O:30])[CH2:26][CH2:27][CH2:28][N:21]2[C:20](=[O:36])[CH2:19][CH2:18]1)(=[O:15])[C:9]1[CH:14]=[CH:13][CH:12]=[CH:11][CH:10]=1. The yield is 0.850.